Dataset: Full USPTO retrosynthesis dataset with 1.9M reactions from patents (1976-2016). Task: Predict the reactants needed to synthesize the given product. (1) Given the product [CH:1]1([O:7][CH2:8][C@H:9]2[CH2:14][C@@H:13]([C:15]3[O:19][NH:18][C:17](=[O:20])[CH:16]=3)[CH2:12][CH2:11][N:10]2[C:21]([O:23][CH3:24])=[O:22])[CH2:2][CH2:3][CH2:4][CH2:5][CH2:6]1.[CH:1]1([O:7][CH2:8][C@@H:9]2[CH2:14][C@H:13]([C:15]3[O:19][NH:18][C:17](=[O:20])[CH:16]=3)[CH2:12][CH2:11][N:10]2[C:21]([O:23][CH3:24])=[O:22])[CH2:2][CH2:3][CH2:4][CH2:5][CH2:6]1, predict the reactants needed to synthesize it. The reactants are: [CH:1]1([O:7][CH2:8][C@H:9]2[CH2:14][C@@H:13]([C:15]3[O:19][NH:18][C:17](=[O:20])[CH:16]=3)[CH2:12][CH2:11][N:10]2[C:21]([O:23][CH3:24])=[O:22])[CH2:6][CH2:5][CH2:4][CH2:3][CH2:2]1.CCCCCCC.CC(O)C. (2) Given the product [Cl:8][C:4]1[CH:5]=[CH:6][CH:7]=[C:2]([Cl:1])[C:3]=1[N:9]1[C:14](=[O:15])[C:13]2[CH:16]=[N:17][C:18]([NH:20][C:21]3[CH:30]=[C:29]4[C:24]([C:25]5([CH2:31][CH2:32]5)[CH2:26][N:27]([S:46]([CH3:45])(=[O:48])=[O:47])[CH2:28]4)=[CH:23][CH:22]=3)=[N:19][C:12]=2[N:11]2[CH:33]=[CH:34][N:35]=[C:10]12, predict the reactants needed to synthesize it. The reactants are: [Cl:1][C:2]1[CH:7]=[CH:6][CH:5]=[C:4]([Cl:8])[C:3]=1[N:9]1[C:14](=[O:15])[C:13]2[CH:16]=[N:17][C:18]([NH:20][C:21]3[CH:30]=[C:29]4[C:24]([C:25]5([CH2:32][CH2:31]5)[CH2:26][NH:27][CH2:28]4)=[CH:23][CH:22]=3)=[N:19][C:12]=2[N:11]2[CH:33]=[CH:34][N:35]=[C:10]12.C(N(C(C)C)CC)(C)C.[CH3:45][S:46](Cl)(=[O:48])=[O:47].